Dataset: Forward reaction prediction with 1.9M reactions from USPTO patents (1976-2016). Task: Predict the product of the given reaction. (1) Given the reactants C[N:2]([CH3:19])/[CH:3]=[C:4](/[C:10](=[O:18])[C:11]1[C:16](Cl)=[CH:15][CH:14]=[CH:13][N:12]=1)\[C:5]([O:7][CH2:8][CH3:9])=[O:6].P([O-])([O-])([O-])=O.[K+].[K+].[K+].[Br:28][C:29]1[CH:34]=[CH:33][CH:32]=[CH:31][C:30]=1CN.O, predict the reaction product. The product is: [Br:28][C:29]1[CH:34]=[CH:33][CH:32]=[CH:31][C:30]=1[CH2:19][N:2]1[C:16]2[C:11](=[N:12][CH:13]=[CH:14][CH:15]=2)[C:10](=[O:18])[C:4]([C:5]([O:7][CH2:8][CH3:9])=[O:6])=[CH:3]1. (2) The product is: [NH2:16][C:10]1[O:11][CH2:12][C:13]([F:14])([F:15])[C@:8]([C:6]2[CH:7]=[C:2]([NH:1][C:27]([C:23]3[N:24]=[CH:25][O:26][C:22]=3[CH:19]([CH3:21])[CH3:20])=[O:28])[CH:3]=[CH:4][C:5]=2[F:18])([CH3:17])[N:9]=1. Given the reactants [NH2:1][C:2]1[CH:3]=[CH:4][C:5]([F:18])=[C:6]([C@:8]2([CH3:17])[C:13]([F:15])([F:14])[CH2:12][O:11][C:10]([NH2:16])=[N:9]2)[CH:7]=1.[CH:19]([C:22]1[O:26][CH:25]=[N:24][C:23]=1[C:27](O)=[O:28])([CH3:21])[CH3:20], predict the reaction product.